This data is from Reaction yield outcomes from USPTO patents with 853,638 reactions. The task is: Predict the reaction yield, written as a fraction of the theoretical maximum amount of product (1.0 means a 100% yield; for example, 0.34 means a 34% yield). (1) The reactants are [N+:1]([C:4]1[CH:5]=[C:6]([CH:10]=[CH:11][CH:12]=1)[CH2:7][CH2:8][OH:9])([O-:3])=[O:2].[S:13](Cl)([C:16]1[CH:22]=[CH:21][C:19]([CH3:20])=[CH:18][CH:17]=1)(=[O:15])=[O:14]. No catalyst specified. The product is [S:13]([C:16]1[CH:22]=[CH:21][C:19]([CH3:20])=[CH:18][CH:17]=1)([O:9][CH2:8][CH2:7][C:6]1[CH:10]=[CH:11][CH:12]=[C:4]([N+:1]([O-:3])=[O:2])[CH:5]=1)(=[O:15])=[O:14]. The yield is 0.960. (2) The reactants are [C:1]([O:5][C:6]([N:8]1[CH2:12][CH:11]([C:13]#[N:14])[CH2:10][CH:9]1[C:15](=O)[NH:16][CH2:17][C:18]([C:20]1[CH:25]=[CH:24][C:23]([Br:26])=[CH:22][CH:21]=1)=O)=[O:7])([CH3:4])([CH3:3])[CH3:2].C(O)(=O)C.[NH3:32]. The catalyst is C1(C)C(C)=CC=CC=1. The product is [C:1]([O:5][C:6]([N:8]1[CH2:12][CH:11]([C:13]#[N:14])[CH2:10][CH:9]1[C:15]1[NH:32][C:18]([C:20]2[CH:25]=[CH:24][C:23]([Br:26])=[CH:22][CH:21]=2)=[CH:17][N:16]=1)=[O:7])([CH3:4])([CH3:3])[CH3:2]. The yield is 0.350.